Task: Predict which catalyst facilitates the given reaction.. Dataset: Catalyst prediction with 721,799 reactions and 888 catalyst types from USPTO (1) Reactant: Cl[C:2]1[N:7]=[C:6]([NH:8][C:9]2[CH:14]=[C:13]([CH3:15])[CH:12]=[CH:11][C:10]=2[CH3:16])[CH:5]=[CH:4][N:3]=1.Cl.[CH3:18][N:19]([CH2:21][CH:22]([OH:32])[CH2:23][O:24][C:25]1[CH:31]=[CH:30][C:28]([NH2:29])=[CH:27][CH:26]=1)[CH3:20].CO.N. Product: [CH3:20][N:19]([CH2:21][CH:22]([OH:32])[CH2:23][O:24][C:25]1[CH:26]=[CH:27][C:28]([NH:29][C:2]2[N:7]=[C:6]([NH:8][C:9]3[CH:14]=[C:13]([CH3:15])[CH:12]=[CH:11][C:10]=3[CH3:16])[CH:5]=[CH:4][N:3]=2)=[CH:30][CH:31]=1)[CH3:18]. The catalyst class is: 51. (2) Reactant: [CH2:1]([O:8][C:9]1[CH:10]=[C:11]([CH2:17][CH:18]([NH2:20])[CH3:19])[CH:12]=[CH:13][C:14]=1[O:15][CH3:16])[C:2]1[CH:7]=[CH:6][CH:5]=[CH:4][CH:3]=1.C(N(CC)CC)C.[C:28](OC(=O)C)(=[O:30])[CH3:29].O. Product: [CH2:1]([O:8][C:9]1[CH:10]=[C:11]([CH2:17][CH:18]([NH:20][C:28](=[O:30])[CH3:29])[CH3:19])[CH:12]=[CH:13][C:14]=1[O:15][CH3:16])[C:2]1[CH:3]=[CH:4][CH:5]=[CH:6][CH:7]=1. The catalyst class is: 2.